This data is from NCI-60 drug combinations with 297,098 pairs across 59 cell lines. The task is: Regression. Given two drug SMILES strings and cell line genomic features, predict the synergy score measuring deviation from expected non-interaction effect. (1) Drug 1: C1CC(=O)NC(=O)C1N2CC3=C(C2=O)C=CC=C3N. Drug 2: C1=C(C(=O)NC(=O)N1)F. Cell line: CAKI-1. Synergy scores: CSS=29.6, Synergy_ZIP=13.8, Synergy_Bliss=11.6, Synergy_Loewe=13.5, Synergy_HSA=14.8. (2) Drug 1: C1CC(C1)(C(=O)O)C(=O)O.[NH2-].[NH2-].[Pt+2]. Drug 2: N.N.Cl[Pt+2]Cl. Cell line: KM12. Synergy scores: CSS=7.51, Synergy_ZIP=-8.56, Synergy_Bliss=-2.02, Synergy_Loewe=0.0577, Synergy_HSA=0.161. (3) Drug 1: CN(C)C1=NC(=NC(=N1)N(C)C)N(C)C. Drug 2: C1=CC=C(C(=C1)C(C2=CC=C(C=C2)Cl)C(Cl)Cl)Cl. Cell line: MDA-MB-435. Synergy scores: CSS=-3.83, Synergy_ZIP=2.67, Synergy_Bliss=3.02, Synergy_Loewe=-1.53, Synergy_HSA=-1.73.